This data is from Reaction yield outcomes from USPTO patents with 853,638 reactions. The task is: Predict the reaction yield, written as a fraction of the theoretical maximum amount of product (1.0 means a 100% yield; for example, 0.34 means a 34% yield). (1) The reactants are C([O:8][C:9]1[CH:18]=[C:17]2[C:12]([C:13]([O:19][C:20]3[CH:25]=[CH:24][C:23]([NH:26][C:27](=[O:39])[C:28]([NH:30][CH2:31][CH2:32][C:33]4[CH:38]=[CH:37][CH:36]=[CH:35][CH:34]=4)=[O:29])=[CH:22][C:21]=3[F:40])=[CH:14][CH:15]=[N:16]2)=[CH:11][C:10]=1[O:41][CH3:42])C1C=CC=CC=1. The catalyst is CO.CN(C=O)C.ClCCl.C(OCC)(=O)C.C(O)(=O)C.[OH-].[Pd+2].[OH-]. The product is [F:40][C:21]1[CH:22]=[C:23]([NH:26][C:27](=[O:39])[C:28]([NH:30][CH2:31][CH2:32][C:33]2[CH:34]=[CH:35][CH:36]=[CH:37][CH:38]=2)=[O:29])[CH:24]=[CH:25][C:20]=1[O:19][C:13]1[C:12]2[C:17](=[CH:18][C:9]([OH:8])=[C:10]([O:41][CH3:42])[CH:11]=2)[N:16]=[CH:15][CH:14]=1. The yield is 0.950. (2) The reactants are [CH2:1]([N:5]1[C:9](=[O:10])[C:8](O)=[C:7]([C:12]2[CH:17]=[CH:16][CH:15]=[CH:14][CH:13]=2)[S:6]1(=[O:19])=[O:18])[CH2:2][CH2:3][CH3:4].C(Cl)(=O)C([Cl:23])=O.CN(C=O)C. The catalyst is C(Cl)Cl. The product is [CH2:1]([N:5]1[C:9](=[O:10])[C:8]([Cl:23])=[C:7]([C:12]2[CH:17]=[CH:16][CH:15]=[CH:14][CH:13]=2)[S:6]1(=[O:19])=[O:18])[CH2:2][CH2:3][CH3:4]. The yield is 0.880.